From a dataset of Forward reaction prediction with 1.9M reactions from USPTO patents (1976-2016). Predict the product of the given reaction. Given the reactants Cl[C:2]1[N:3]=[C:4]([N:15]2[CH2:20][CH2:19][O:18][CH2:17][C@@H:16]2[CH3:21])[C:5]2[S:10][C:9]([C:11]([OH:14])([CH3:13])[CH3:12])=[CH:8][C:6]=2[N:7]=1.[NH2:22][C:23]1[N:28]=[CH:27][C:26](B2OC(C)(C)C(C)(C)O2)=[CH:25][N:24]=1.CC#N.CC([O-])=O.[K+], predict the reaction product. The product is: [NH2:22][C:23]1[N:28]=[CH:27][C:26]([C:2]2[N:3]=[C:4]([N:15]3[CH2:20][CH2:19][O:18][CH2:17][C@@H:16]3[CH3:21])[C:5]3[S:10][C:9]([C:11]([OH:14])([CH3:13])[CH3:12])=[CH:8][C:6]=3[N:7]=2)=[CH:25][N:24]=1.